Dataset: Full USPTO retrosynthesis dataset with 1.9M reactions from patents (1976-2016). Task: Predict the reactants needed to synthesize the given product. (1) Given the product [F:1][C:2]1[C:29]([O:30][CH3:31])=[CH:28][C:27]([O:32][CH3:33])=[C:26]([F:34])[C:3]=1[CH2:4][O:5][C:6]1[CH:11]=[N:10][C:9]([NH:12][C:13]2[CH:14]=[N:15][N:16]([CH2:18][C@@H:19]([OH:20])[CH2:23][OH:22])[CH:17]=2)=[N:8][CH:7]=1, predict the reactants needed to synthesize it. The reactants are: [F:1][C:2]1[C:29]([O:30][CH3:31])=[CH:28][C:27]([O:32][CH3:33])=[C:26]([F:34])[C:3]=1[CH2:4][O:5][C:6]1[CH:7]=[N:8][C:9]([NH:12][C:13]2[CH:14]=[N:15][N:16]([CH2:18][C@@H:19]3[CH2:23][O:22]C(C)(C)[O:20]3)[CH:17]=2)=[N:10][CH:11]=1.Cl.C(=O)(O)[O-].[Na+]. (2) Given the product [Si:36]([O:43][CH2:44][CH2:45][N:46]([CH:47]([CH3:49])[CH3:48])[C:33]([C:10]1[C:9]([O:8][CH2:1][C:2]2[CH:3]=[CH:4][CH:5]=[CH:6][CH:7]=2)=[C:14]([OH:15])[N:13]=[C:12]([CH2:16][C:17]2([C:27]3[CH:32]=[CH:31][CH:30]=[CH:29][CH:28]=3)[CH2:18][CH2:19][C:20]3([O:21][CH2:22][CH2:23][O:24]3)[CH2:25][CH2:26]2)[N:11]=1)=[O:35])([C:39]([CH3:42])([CH3:41])[CH3:40])([CH3:38])[CH3:37], predict the reactants needed to synthesize it. The reactants are: [CH2:1]([O:8][C:9]1[C:10]([C:33]([OH:35])=O)=[N:11][C:12]([CH2:16][C:17]2([C:27]3[CH:32]=[CH:31][CH:30]=[CH:29][CH:28]=3)[CH2:26][CH2:25][C:20]3([O:24][CH2:23][CH2:22][O:21]3)[CH2:19][CH2:18]2)=[N:13][C:14]=1[OH:15])[C:2]1[CH:7]=[CH:6][CH:5]=[CH:4][CH:3]=1.[Si:36]([O:43][CH2:44][CH2:45][NH:46][CH:47]([CH3:49])[CH3:48])([C:39]([CH3:42])([CH3:41])[CH3:40])([CH3:38])[CH3:37].C(N(CC)C(C)C)(C)C.CN(C(ON1N=NC2C=CC=NC1=2)=[N+](C)C)C.F[P-](F)(F)(F)(F)F. (3) Given the product [C:9]([C:8]#[N:7])([CH3:11])=[O:30].[N:22]1[CH:23]=[CH:24][CH:25]=[CH:26][C:21]=1[C:8]1[C:9]([C:11]2[CH:12]=[C:13]3[C:18](=[CH:19][CH:20]=2)[N:17]=[CH:16][CH:15]=[N:14]3)=[CH:10][NH:6][N:7]=1, predict the reactants needed to synthesize it. The reactants are: CN(C)S([N:6]1[CH:10]=[C:9]([C:11]2[CH:12]=[C:13]3[C:18](=[CH:19][CH:20]=2)[N:17]=[CH:16][CH:15]=[N:14]3)[C:8]([C:21]2[CH:26]=[CH:25][CH:24]=[CH:23][N:22]=2)=[N:7]1)(=O)=O.CC(O)=[O:30]. (4) Given the product [CH2:1]([N:8]([C@H:9]1[CH2:10][CH2:11][C@@H:12]([C:15]2[CH:20]=[CH:19][C:18]([OH:21])=[CH:17][C:16]=2[OH:29])[CH2:13][CH2:14]1)[C:44](=[O:47])[CH2:45][CH3:46])[C:2]1[CH:3]=[CH:4][CH:5]=[CH:6][CH:7]=1, predict the reactants needed to synthesize it. The reactants are: [CH2:1]([NH:8][C@H:9]1[CH2:14][CH2:13][C@@H:12]([C:15]2[CH:20]=[CH:19][C:18]([O:21][Si](C(C)(C)C)(C)C)=[CH:17][C:16]=2[O:29][Si](C(C)(C)C)(C)C)[CH2:11][CH2:10]1)[C:2]1[CH:7]=[CH:6][CH:5]=[CH:4][CH:3]=1.C(N(CC)CC)C.[C:44](Cl)(=[O:47])[CH2:45][CH3:46]. (5) The reactants are: [C:1]([O:5][C:6]([N:8]1[CH2:13][CH2:12][N:11]([C:14]2[CH:19]=[CH:18][C:17]([C:20]([OH:22])=O)=[CH:16][CH:15]=2)[CH2:10][CH2:9]1)=[O:7])([CH3:4])([CH3:3])[CH3:2].[NH2:23][C:24]1[CH:25]=[C:26]2[C:30](=[CH:31][CH:32]=1)[CH2:29][CH2:28][CH2:27]2.CCN=C=NCCCN(C)C. Given the product [C:1]([O:5][C:6]([N:8]1[CH2:9][CH2:10][N:11]([C:14]2[CH:15]=[CH:16][C:17]([C:20](=[O:22])[NH:23][C:24]3[CH:25]=[C:26]4[C:30](=[CH:31][CH:32]=3)[CH2:29][CH2:28][CH2:27]4)=[CH:18][CH:19]=2)[CH2:12][CH2:13]1)=[O:7])([CH3:4])([CH3:2])[CH3:3], predict the reactants needed to synthesize it. (6) Given the product [CH3:14][N:13]([CH3:15])[CH2:12][C:9]1[CH:10]=[CH:11][C:6]([O:5][CH:3]2[CH2:2][N:1]([C:28]([C:26]3[O:27][C:23]([C:17]4[CH:18]=[CH:19][CH:20]=[CH:21][CH:22]=4)=[N:24][N:25]=3)=[O:29])[CH2:4]2)=[C:7]([CH3:16])[CH:8]=1, predict the reactants needed to synthesize it. The reactants are: [NH:1]1[CH2:4][CH:3]([O:5][C:6]2[CH:11]=[CH:10][C:9]([CH2:12][N:13]([CH3:15])[CH3:14])=[CH:8][C:7]=2[CH3:16])[CH2:2]1.[C:17]1([C:23]2[O:27][C:26]([C:28](OCC)=[O:29])=[N:25][N:24]=2)[CH:22]=[CH:21][CH:20]=[CH:19][CH:18]=1. (7) Given the product [NH2:40][C:33]1[N:34]=[C:35]([Cl:39])[CH:36]2[CH:31]([N:32]=1)[N:30]([CH:28]1[CH2:29][CH:25]([OH:24])[CH:26]([CH2:42][O:43][C:44]([C:57]3[CH:62]=[CH:61][CH:60]=[CH:59][CH:58]=3)([C:45]3[CH:46]=[CH:47][CH:48]=[CH:49][CH:50]=3)[C:51]3[CH:56]=[CH:55][CH:54]=[CH:53][CH:52]=3)[C:27]1=[CH2:41])[CH:38]=[N:37]2, predict the reactants needed to synthesize it. The reactants are: [F-].C([N+](CCCC)(CCCC)CCCC)CCC.C([Si](C1C=CC=CC=1)(C1C=CC=CC=1)[O:24][CH:25]1[CH2:29][CH:28]([N:30]2[CH:38]=[N:37][C:36]3[C:31]2=[N:32][C:33]([NH2:40])=[N:34][C:35]=3[Cl:39])[C:27](=[CH2:41])[CH:26]1[CH2:42][O:43][C:44]([C:57]1[CH:62]=[CH:61][CH:60]=[CH:59][CH:58]=1)([C:51]1[CH:56]=[CH:55][CH:54]=[CH:53][CH:52]=1)[C:45]1[CH:50]=[CH:49][CH:48]=[CH:47][CH:46]=1)(C)(C)C.